From a dataset of Forward reaction prediction with 1.9M reactions from USPTO patents (1976-2016). Predict the product of the given reaction. (1) Given the reactants [Cl:1][C:2]1[CH:3]=[CH:4][C:5]([N:24]2[CH:28]=[N:27][N:26]=[N:25]2)=[C:6]([CH:23]=1)[CH2:7][NH:8][C:9]([C@@H:11]1[CH2:15][CH2:14][N:13](C(OC(C)(C)C)=O)[NH:12]1)=[O:10].[C:29]1([C@@H:35]([O:39][Si](C)(C)C)[C:36](Cl)=[O:37])[CH:34]=[CH:33][CH:32]=[CH:31][CH:30]=1.C(O)(C(F)(F)F)=O, predict the reaction product. The product is: [Cl:1][C:2]1[CH:3]=[CH:4][C:5]([N:24]2[CH:28]=[N:27][N:26]=[N:25]2)=[C:6]([CH:23]=1)[CH2:7][NH:8][C:9]([C@@H:11]1[CH2:15][CH2:14][NH:13][N:12]1[C:36](=[O:37])[C@H:35]([OH:39])[C:29]1[CH:34]=[CH:33][CH:32]=[CH:31][CH:30]=1)=[O:10]. (2) Given the reactants C([N:8]1[CH:13]2[CH2:14][CH2:15][CH:9]1[CH2:10][CH:11]([OH:16])[CH2:12]2)C1C=CC=CC=1.C([O-])=O.[NH4+].[C:29](O[C:29]([O:31][C:32]([CH3:35])([CH3:34])[CH3:33])=[O:30])([O:31][C:32]([CH3:35])([CH3:34])[CH3:33])=[O:30].C(N(CC)CC)C.C(=O)([O-])O.[Na+], predict the reaction product. The product is: [OH:16][CH:11]1[CH2:12][CH:13]2[N:8]([C:29]([O:31][C:32]([CH3:33])([CH3:34])[CH3:35])=[O:30])[CH:9]([CH2:15][CH2:14]2)[CH2:10]1. (3) The product is: [CH3:18][CH:17]([N:8]1[CH2:7][CH2:6][C:5]2[C:10](=[CH:11][C:12]([N+:13]([O-:15])=[O:14])=[C:3]([O:2][CH3:1])[CH:4]=2)[CH2:9]1)[CH3:19]. Given the reactants [CH3:1][O:2][C:3]1[CH:4]=[C:5]2[C:10](=[CH:11][C:12]=1[N+:13]([O-:15])=[O:14])[CH2:9][NH:8][CH2:7][CH2:6]2.I[CH:17]([CH3:19])[CH3:18].C(=O)([O-])[O-].[K+].[K+], predict the reaction product.